This data is from Catalyst prediction with 721,799 reactions and 888 catalyst types from USPTO. The task is: Predict which catalyst facilitates the given reaction. (1) Reactant: [CH3:1][O:2][C:3](=[O:21])[C@H:4]([CH2:13][C:14]1[CH:19]=[CH:18][C:17]([OH:20])=[CH:16][CH:15]=1)[NH:5][C:6]([O:8][C:9]([CH3:12])([CH3:11])[CH3:10])=[O:7].[N+:22]([O-])([OH:24])=[O:23]. Product: [CH3:1][O:2][C:3](=[O:21])[C@H:4]([CH2:13][C:14]1[CH:19]=[CH:18][C:17]([OH:20])=[C:16]([N+:22]([O-:24])=[O:23])[CH:15]=1)[NH:5][C:6]([O:8][C:9]([CH3:12])([CH3:10])[CH3:11])=[O:7]. The catalyst class is: 1. (2) Reactant: [NH2:1][C:2]1[CH:7]=[CH:6][CH:5]=[CH:4][C:3]=1[OH:8].[Cl:9][CH2:10][CH2:11][C:12](Cl)=[O:13].O. Product: [Cl:9][CH2:10][CH2:11][C:12]([NH:1][C:2]1[CH:7]=[CH:6][CH:5]=[CH:4][C:3]=1[OH:8])=[O:13]. The catalyst class is: 21. (3) Reactant: [CH3:1][O:2][C:3](=[O:15])[C:4]1[CH:13]=[C:12]([OH:14])[CH:11]=[C:6]([C:7]([O:9][CH3:10])=[O:8])[CH:5]=1.Br[CH2:17][CH2:18][CH2:19][CH2:20][CH2:21][CH2:22][CH2:23][CH2:24][CH2:25][CH2:26][CH2:27][CH2:28][CH2:29][CH2:30][CH2:31][CH3:32].C([O-])([O-])=O.[K+].[K+]. Product: [CH3:10][O:9][C:7](=[O:8])[C:6]1[CH:11]=[C:12]([O:14][CH2:32][CH2:31][CH2:30][CH2:29][CH2:28][CH2:27][CH2:26][CH2:25][CH2:24][CH2:23][CH2:22][CH2:21][CH2:20][CH2:19][CH2:18][CH3:17])[CH:13]=[C:4]([C:3]([O:2][CH3:1])=[O:15])[CH:5]=1. The catalyst class is: 23. (4) Reactant: [N+:1]([C:4]1[CH:5]=[CH:6][C:7]([C:10]2[CH2:11][C:12]([CH3:19])([CH3:18])[O:13][C:14]([CH3:17])([CH3:16])[CH:15]=2)=[N:8][CH:9]=1)([O-])=O.[H][H]. Product: [CH3:18][C:12]1([CH3:19])[CH2:11][CH:10]([C:7]2[N:8]=[CH:9][C:4]([NH2:1])=[CH:5][CH:6]=2)[CH2:15][C:14]([CH3:17])([CH3:16])[O:13]1. The catalyst class is: 50. (5) Reactant: [N:1]1[CH:6]=[CH:5][N:4]=[CH:3][C:2]=1[NH:7][C:8]([CH:10]1[CH2:12][CH2:11]1)=[O:9].[C:13]1([CH3:26])[CH:18]=[C:17]([CH3:19])[CH:16]=[C:15]([CH3:20])[C:14]=1[S:21]([O:24][NH2:25])(=[O:23])=[O:22].C1(C)C=C(C)C=C(C)C=1S(Cl)(=O)=O. Product: [CH3:20][C:15]1[CH:16]=[C:17]([CH3:19])[CH:18]=[C:13]([CH3:26])[C:14]=1[S:21]([O-:24])(=[O:23])=[O:22].[NH2:25][N+:1]1[CH:6]=[CH:5][N:4]=[CH:3][C:2]=1[NH:7][C:8]([CH:10]1[CH2:11][CH2:12]1)=[O:9]. The catalyst class is: 4. (6) Reactant: [F:1][C:2]([F:62])([F:61])[C:3]1[CH:4]=[C:5]([CH:58]=[CH:59][CH:60]=1)[CH2:6][NH:7][C:8]([C:10]1[CH:15]=[CH:14][N:13]=[C:12]([C:16]2[CH:21]=[C:20]([N:22]3[CH2:27][CH2:26][CH2:25][CH2:24][CH2:23]3)[CH:19]=[CH:18][C:17]=2[NH:28][C:29]([C:31]2[N:36]=[C:35]([CH2:37][N:38]([CH3:57])[CH2:39][CH2:40][O:41][CH2:42][CH2:43][O:44][CH2:45][CH2:46][O:47][CH2:48][CH2:49][C:50]([O:52]C(C)(C)C)=[O:51])[CH:34]=[CH:33][CH:32]=2)=[O:30])[CH:11]=1)=[O:9].FC(F)(F)C(O)=O. Product: [F:61][C:2]([F:1])([F:62])[C:3]1[CH:4]=[C:5]([CH:58]=[CH:59][CH:60]=1)[CH2:6][NH:7][C:8]([C:10]1[CH:15]=[CH:14][N:13]=[C:12]([C:16]2[CH:21]=[C:20]([N:22]3[CH2:27][CH2:26][CH2:25][CH2:24][CH2:23]3)[CH:19]=[CH:18][C:17]=2[NH:28][C:29]([C:31]2[N:36]=[C:35]([CH2:37][N:38]([CH3:57])[CH2:39][CH2:40][O:41][CH2:42][CH2:43][O:44][CH2:45][CH2:46][O:47][CH2:48][CH2:49][C:50]([OH:52])=[O:51])[CH:34]=[CH:33][CH:32]=2)=[O:30])[CH:11]=1)=[O:9]. The catalyst class is: 4. (7) The catalyst class is: 16. Reactant: [CH2:1]=[C:2]1[CH2:7][CH2:6][O:5][C:3]1=[O:4].[C:8]([OH:12])(=[O:11])[CH:9]=[CH2:10]. Product: [CH2:1]=[C:2]1[CH2:7][CH:6]([CH3:8])[O:5][C:3]1=[O:4].[C:8]([OH:12])(=[O:11])[CH:9]=[CH2:10]. (8) Reactant: Br[C:2]1[CH:8]=[CH:7][CH:6]=[CH:5][C:3]=1[NH2:4].COCCOCCOC.C(=O)([O-])[O-].[Na+].[Na+].[F:24][C:25]1[CH:30]=[CH:29][C:28](B(O)O)=[CH:27][CH:26]=1.B(O)O. Product: [F:24][C:25]1[CH:30]=[CH:29][C:28]([C:2]2[CH:8]=[CH:7][CH:6]=[CH:5][C:3]=2[NH2:4])=[CH:27][CH:26]=1. The catalyst class is: 162. (9) Reactant: [F:1][C:2]1[CH:21]=[CH:20][CH:19]=[C:18]([F:22])[C:3]=1[CH2:4][O:5][C:6]1[C:7]2[N:8]([C:12]([C:16]#[CH:17])=[C:13]([CH3:15])[N:14]=2)[CH:9]=[CH:10][CH:11]=1.[N:23]([Si](C)(C)C)=[N+:24]=[N-:25].O[C@H]([C@@H]1C([O-])=C(O)C(=O)O1)CO. Product: [F:1][C:2]1[CH:21]=[CH:20][CH:19]=[C:18]([F:22])[C:3]=1[CH2:4][O:5][C:6]1[C:7]2[N:8]([C:12]([C:16]3[CH:17]=[N:25][NH:24][N:23]=3)=[C:13]([CH3:15])[N:14]=2)[CH:9]=[CH:10][CH:11]=1. The catalyst class is: 97.